From a dataset of Forward reaction prediction with 1.9M reactions from USPTO patents (1976-2016). Predict the product of the given reaction. (1) Given the reactants [N:1]1([C:10]2[C:19]3[C:14](=[CH:15][CH:16]=[CH:17][CH:18]=3)[N:13]=[C:12](I)[C:11]=2[F:21])[C:9]2[CH:8]=[CH:7][N:6]=[CH:5][C:4]=2[CH2:3][CH2:2]1.C(=O)([O-])[O-].[Na+].[Na+].[Cl:28][C:29]1[S:33][C:32](B(O)O)=[CH:31][CH:30]=1, predict the reaction product. The product is: [Cl:28][C:29]1[S:33][C:32]([C:12]2[C:11]([F:21])=[C:10]([N:1]3[C:9]4[CH:8]=[CH:7][N:6]=[CH:5][C:4]=4[CH2:3][CH2:2]3)[C:19]3[C:14](=[CH:15][CH:16]=[CH:17][CH:18]=3)[N:13]=2)=[CH:31][CH:30]=1. (2) Given the reactants [N:1]1[C:10]2[C:5](=[CH:6][CH:7]=[CH:8][CH:9]=2)[N:4]=[CH:3][C:2]=1[C:11]([OH:13])=O.C(N(C(C)C)CC)(C)C.C1(P([N:37]=[N+:38]=[N-:39])(C2C=CC=CC=2)=O)C=CC=CC=1, predict the reaction product. The product is: [N:1]1[C:10]2[C:5](=[CH:6][CH:7]=[CH:8][CH:9]=2)[N:4]=[CH:3][C:2]=1[C:11]([N:37]=[N+:38]=[N-:39])=[O:13]. (3) Given the reactants [C:1]([O:4][C@H:5]([CH3:36])[C@H:6]([NH:11][C:12]([C:14]1([CH2:29][C:30]2[CH:35]=[CH:34][CH:33]=[CH:32][CH:31]=2)[CH2:18][CH2:17][CH2:16][N:15]1C(OCC1C=CC=CC=1)=O)=[O:13])[C:7]([O:9][CH3:10])=[O:8])(=[O:3])[CH3:2], predict the reaction product. The product is: [CH3:10][O:9][C:7](=[O:8])[C@@H:6]([NH:11][C:12]([C:14]1([CH2:29][C:30]2[CH:31]=[CH:32][CH:33]=[CH:34][CH:35]=2)[CH2:18][CH2:17][CH2:16][NH:15]1)=[O:13])[C@H:5]([O:4][C:1](=[O:3])[CH3:2])[CH3:36]. (4) Given the reactants [F:1][C:2]1[CH:10]=[C:9]2[C:5]([CH:6]=[N:7][NH:8]2)=[CH:4][C:3]=1[NH:11][C:12]1[C:13]2[C:20]([C:21](O)=[O:22])=[CH:19][NH:18][C:14]=2[N:15]=[CH:16][N:17]=1.[CH3:24][NH:25][CH3:26], predict the reaction product. The product is: [F:1][C:2]1[CH:10]=[C:9]2[C:5]([CH:6]=[N:7][NH:8]2)=[CH:4][C:3]=1[NH:11][C:12]1[C:13]2[C:20]([C:21]([N:25]([CH3:26])[CH3:24])=[O:22])=[CH:19][NH:18][C:14]=2[N:15]=[CH:16][N:17]=1. (5) Given the reactants [H-].[Na+].[CH2:3]([C:5]1[CH:10]=[C:9]([C:11]2[S:12][CH:13]=[CH:14][CH:15]=2)[N:8]=[CH:7][C:6]=1[NH:16][C:17]1[N:22]=[CH:21][C:20]2[N:23]=[CH:24][N:25]([CH3:26])[C:19]=2[CH:18]=1)[CH3:4].I[CH3:28].O, predict the reaction product. The product is: [CH2:3]([C:5]1[CH:10]=[C:9]([C:11]2[S:12][CH:13]=[CH:14][CH:15]=2)[N:8]=[CH:7][C:6]=1[N:16]([CH3:28])[C:17]1[N:22]=[CH:21][C:20]2[N:23]=[CH:24][N:25]([CH3:26])[C:19]=2[CH:18]=1)[CH3:4].